Dataset: Forward reaction prediction with 1.9M reactions from USPTO patents (1976-2016). Task: Predict the product of the given reaction. Given the reactants Cl[C:2]1[C:3]([C:12]#[N:13])=N[C:5]([C:8]([F:11])([F:10])[F:9])=[CH:6][CH:7]=1.[NH2:14][NH2:15].O.[CH2:17](O)C, predict the reaction product. The product is: [F:9][C:8]([F:11])([F:10])[C:5]1[CH:17]=[C:3]2[C:2](=[CH:7][CH:6]=1)[NH:15][N:14]=[C:12]2[NH2:13].